Dataset: Peptide-MHC class I binding affinity with 185,985 pairs from IEDB/IMGT. Task: Regression. Given a peptide amino acid sequence and an MHC pseudo amino acid sequence, predict their binding affinity value. This is MHC class I binding data. (1) The MHC is HLA-B35:01 with pseudo-sequence HLA-B35:01. The peptide sequence is SVITQACPK. The binding affinity (normalized) is 0. (2) The peptide sequence is AYDHGNVIL. The MHC is HLA-B51:01 with pseudo-sequence HLA-B51:01. The binding affinity (normalized) is 0.0847. (3) The peptide sequence is VDHMAIIKKY. The MHC is Mamu-A11 with pseudo-sequence Mamu-A11. The binding affinity (normalized) is 0.233. (4) The peptide sequence is ITLTNVVNI. The MHC is HLA-B15:03 with pseudo-sequence HLA-B15:03. The binding affinity (normalized) is 0.715. (5) The peptide sequence is RLYNSLKRFT. The MHC is HLA-A02:02 with pseudo-sequence HLA-A02:02. The binding affinity (normalized) is 0.357. (6) The peptide sequence is EEAPPTNPY. The MHC is Mamu-A11 with pseudo-sequence Mamu-A11. The binding affinity (normalized) is 0.